Dataset: Full USPTO retrosynthesis dataset with 1.9M reactions from patents (1976-2016). Task: Predict the reactants needed to synthesize the given product. (1) Given the product [CH:26]([NH:29][C:3]([C:5]1[N:6]([CH3:25])[N:7]=[C:8]([O:10][CH2:11][C:12]2[C:13]([C:18]3[CH:23]=[CH:22][C:21]([F:24])=[CH:20][CH:19]=3)=[N:14][O:15][C:16]=2[CH3:17])[CH:9]=1)=[O:2])([CH3:28])[CH3:27], predict the reactants needed to synthesize it. The reactants are: C[O:2][C:3]([C:5]1[N:6]([CH3:25])[N:7]=[C:8]([O:10][CH2:11][C:12]2[C:13]([C:18]3[CH:23]=[CH:22][C:21]([F:24])=[CH:20][CH:19]=3)=[N:14][O:15][C:16]=2[CH3:17])[CH:9]=1)=O.[CH:26]([NH2:29])([CH3:28])[CH3:27]. (2) The reactants are: Cl[C:2]1[C:7]([N+:8]([O-:10])=[O:9])=[CH:6][CH:5]=[C:4](Cl)[N:3]=1.CCN(C(C)C)C(C)C.[CH2:21]([NH2:28])[C:22]1[CH:27]=[CH:26][CH:25]=[CH:24][CH:23]=1.[CH3:29][N:30]1[CH2:35][CH2:34][NH:33][CH2:32][CH2:31]1. Given the product [CH2:21]([NH:28][C:2]1[C:7]([N+:8]([O-:10])=[O:9])=[CH:6][CH:5]=[C:4]([N:33]2[CH2:34][CH2:35][N:30]([CH3:29])[CH2:31][CH2:32]2)[N:3]=1)[C:22]1[CH:27]=[CH:26][CH:25]=[CH:24][CH:23]=1, predict the reactants needed to synthesize it. (3) Given the product [F:11][C:3]([O:18][CH2:17][C:16]([F:20])([F:19])[C:15]([F:22])([F:21])[O:14][CH3:13])=[C:4]([F:10])[F:9], predict the reactants needed to synthesize it. The reactants are: CO[C:3](F)([F:11])[C:4]([F:10])([F:9])C(OC)=O.[CH3:13][O:14][C:15]([F:22])([F:21])[C:16]([F:20])([F:19])[CH2:17][OH:18]. (4) Given the product [CH3:1][C@@H:2]1[C:3](=[O:4])[O:5][C@H:6]([C:23]2[CH:24]=[CH:25][CH:26]=[CH:27][CH:28]=2)[CH2:7][NH:8][C:9](=[O:10])[C@H:11]([CH2:12][C:13]([O:15][C:16]([CH3:17])([CH3:18])[CH3:19])=[O:14])[CH2:20][CH:31]=[CH:30][CH2:29]1, predict the reactants needed to synthesize it. The reactants are: [CH3:1][C@@H:2]([CH2:29][CH:30]=[CH2:31])[C:3]([O:5][C@H:6]([C:23]1[CH:28]=[CH:27][CH:26]=[CH:25][CH:24]=1)[CH2:7][NH:8][C:9]([C@@H:11]([CH2:20]C=C)[CH2:12][C:13]([O:15][C:16]([CH3:19])([CH3:18])[CH3:17])=[O:14])=[O:10])=[O:4]. (5) Given the product [C:18]([C@@H:14]1[CH2:15][CH2:16][CH2:17][N:13]1[C:4]1[N:3]=[C:2]([Cl:1])[N:7]=[C:6]([C:8]([O:10][CH3:11])=[O:9])[CH:5]=1)(=[O:19])[NH2:20], predict the reactants needed to synthesize it. The reactants are: [Cl:1][C:2]1[N:7]=[C:6]([C:8]([O:10][CH3:11])=[O:9])[CH:5]=[C:4](Cl)[N:3]=1.[NH:13]1[CH2:17][CH2:16][CH2:15][C@H:14]1[C:18]([NH2:20])=[O:19].CCN(C(C)C)C(C)C.